From a dataset of Catalyst prediction with 721,799 reactions and 888 catalyst types from USPTO. Predict which catalyst facilitates the given reaction. Reactant: C[O:2][C:3](=[O:28])[C:4]1[CH:9]=[CH:8][C:7]([C:10]2[CH:15]=[CH:14][N:13]=[C:12]([CH2:16][CH3:17])[C:11]=2[C:18]#[C:19][C:20]2[CH:21]=[N:22][C:23]([NH2:26])=[CH:24][CH:25]=2)=[CH:6][C:5]=1[Cl:27].[Li+].[OH-]. Product: [NH2:26][C:23]1[N:22]=[CH:21][C:20]([C:19]#[C:18][C:11]2[C:12]([CH2:16][CH3:17])=[N:13][CH:14]=[CH:15][C:10]=2[C:7]2[CH:8]=[CH:9][C:4]([C:3]([OH:28])=[O:2])=[C:5]([Cl:27])[CH:6]=2)=[CH:25][CH:24]=1. The catalyst class is: 20.